Dataset: Reaction yield outcomes from USPTO patents with 853,638 reactions. Task: Predict the reaction yield, written as a fraction of the theoretical maximum amount of product (1.0 means a 100% yield; for example, 0.34 means a 34% yield). (1) The reactants are [Cl:1][C:2]1[C:10]2[N:6]([C:7]([CH2:14][CH2:15][O:16][CH2:17][CH3:18])=[CH:8][C:9]=2[C:11]([OH:13])=O)[CH:5]=[CH:4][CH:3]=1.[NH2:19][CH2:20][C:21]1([OH:28])[CH2:26][CH2:25][CH2:24][CH:23]([CH3:27])[CH2:22]1.Cl.CN(C)CCCN=C=NCC.N1(O)C2C=CC=CC=2N=N1.C(N(C(C)C)C(C)C)C. The catalyst is C1COCC1. The product is [OH:28][C@:21]1([CH2:20][NH:19][C:11]([C:9]2[CH:8]=[C:7]([CH2:14][CH2:15][O:16][CH2:17][CH3:18])[N:6]3[C:10]=2[C:2]([Cl:1])=[CH:3][CH:4]=[CH:5]3)=[O:13])[CH2:26][CH2:25][CH2:24][C@@H:23]([CH3:27])[CH2:22]1. The yield is 0.385. (2) The reactants are [NH2:1][CH2:2][CH2:3][N:4]1[C:8]2[CH:9]=[CH:10][C:11]([C:13]([N:15]3[CH:20]4[CH2:21][CH2:22][CH:16]3[CH2:17][CH:18]([OH:23])[CH2:19]4)=[O:14])=[CH:12][C:7]=2[N:6]=[CH:5]1.CCN(C(C)C)C(C)C.[O:33]=[S:34]1(=[O:43])[CH2:39][CH2:38][N:37]([C:40](Cl)=[O:41])[CH2:36][CH2:35]1. The catalyst is C1COCC1. The product is [OH:23][CH:18]1[CH2:19][CH:20]2[N:15]([C:13]([C:11]3[CH:10]=[CH:9][C:8]4[N:4]([CH2:3][CH2:2][NH:1][C:40]([N:37]5[CH2:38][CH2:39][S:34](=[O:43])(=[O:33])[CH2:35][CH2:36]5)=[O:41])[CH:5]=[N:6][C:7]=4[CH:12]=3)=[O:14])[CH:16]([CH2:22][CH2:21]2)[CH2:17]1. The yield is 0.0230. (3) The reactants are [Br:1][C:2]1[CH:3]=[N:4][N:5]([CH3:17])[C:6]=1[C:7]1[CH:12]=[C:11]([N+:13]([O-])=O)[CH:10]=[C:9]([F:16])[CH:8]=1.O.O.Cl[Sn]Cl. The catalyst is CCO. The product is [Br:1][C:2]1[CH:3]=[N:4][N:5]([CH3:17])[C:6]=1[C:7]1[CH:12]=[C:11]([NH2:13])[CH:10]=[C:9]([F:16])[CH:8]=1. The yield is 0.950.